Dataset: Full USPTO retrosynthesis dataset with 1.9M reactions from patents (1976-2016). Task: Predict the reactants needed to synthesize the given product. (1) Given the product [Br:1][C:2]1[C:3]([CH3:18])=[CH:4][C:5]([C:20]2[C:25]([CH3:26])=[CH:24][CH:23]=[CH:22][N:21]=2)=[CH:6][C:7]=1[CH3:8], predict the reactants needed to synthesize it. The reactants are: [Br:1][C:2]1[C:7]([CH3:8])=[CH:6][C:5](B2OC(C)(C)C(C)(C)O2)=[CH:4][C:3]=1[CH3:18].Br[C:20]1[C:25]([CH3:26])=[CH:24][CH:23]=[CH:22][N:21]=1. (2) The reactants are: Cl.[F:2][CH:3]([F:32])[CH2:4][N:5]1[C:13]2[C:8](=[CH:9][C:10]([O:14][CH:15]3[CH2:20][CH2:19][N:18]([CH:21]([CH3:23])[CH3:22])[CH2:17][CH2:16]3)=[CH:11][CH:12]=2)[CH:7]=[C:6]1[C:24]([N:26]1[CH2:31][CH2:30][NH:29][CH2:28][CH2:27]1)=[O:25].[CH3:33][S:34](Cl)(=[O:36])=[O:35]. Given the product [F:32][CH:3]([F:2])[CH2:4][N:5]1[C:13]2[C:8](=[CH:9][C:10]([O:14][CH:15]3[CH2:20][CH2:19][N:18]([CH:21]([CH3:23])[CH3:22])[CH2:17][CH2:16]3)=[CH:11][CH:12]=2)[CH:7]=[C:6]1[C:24]([N:26]1[CH2:27][CH2:28][N:29]([S:34]([CH3:33])(=[O:36])=[O:35])[CH2:30][CH2:31]1)=[O:25], predict the reactants needed to synthesize it. (3) Given the product [Br:1][C:2]1[CH:3]=[CH:4][CH:5]=[C:6]2[C:22]=1[C:9]1([CH:10]=[CH:11][NH:12][CH2:13][CH2:14]1)[NH:8][C:7]2=[O:32], predict the reactants needed to synthesize it. The reactants are: [Br:1][C:2]1[CH:3]=[CH:4][CH:5]=[C:6]2[C:22]=1[C:9]1([CH:14]=[CH:13][N:12](C(OC(C)(C)C)=O)[CH2:11][CH2:10]1)[N:8](CC1C=CC(OC)=CC=1)[C:7]2=[O:32]. (4) Given the product [Cl:1][C:2]1[C:7]([Cl:8])=[CH:6][CH:5]=[CH:4][C:3]=1[S:9]([NH:12][C:29]1[C:20]([O:16][CH3:13])=[N:21][C:22]2[C:27](=[CH:26][C:25]([Cl:31])=[C:24]([Cl:32])[CH:23]=2)[N:28]=1)(=[O:10])=[O:11], predict the reactants needed to synthesize it. The reactants are: [Cl:1][C:2]1[C:7]([Cl:8])=[CH:6][CH:5]=[CH:4][C:3]=1[S:9]([NH2:12])(=[O:11])=[O:10].[C:13](=[O:16])([O-])[O-].[Cs+].[Cs+].Cl[C:20]1[C:29](Cl)=[N:28][C:27]2[C:22](=[CH:23][C:24]([Cl:32])=[C:25]([Cl:31])[CH:26]=2)[N:21]=1.Cl. (5) Given the product [NH2:1][C:4]1[CH:5]=[C:6]([CH:16]=[CH:17][CH:18]=1)[CH2:7][NH:8][C:9](=[O:15])[O:10][C:11]([CH3:14])([CH3:13])[CH3:12], predict the reactants needed to synthesize it. The reactants are: [N+:1]([C:4]1[CH:5]=[C:6]([CH:16]=[CH:17][CH:18]=1)[CH2:7][NH:8][C:9](=[O:15])[O:10][C:11]([CH3:14])([CH3:13])[CH3:12])([O-])=O. (6) Given the product [CH2:1]([O:8][C:9]1[C:10](=[O:29])[CH:11]=[C:12]([CH2:17][NH:18][S:19]([C:22]2[CH:23]=[CH:24][C:25]([CH3:30])=[CH:26][CH:27]=2)(=[O:21])=[O:20])[O:13][C:14]=1[CH:15]=[O:16])[C:2]1[CH:3]=[CH:4][CH:5]=[CH:6][CH:7]=1, predict the reactants needed to synthesize it. The reactants are: [CH2:1]([O:8][C:9]1[C:10](=[O:29])[CH:11]=[C:12]([CH2:17][NH:18][S:19]([C:22]2[CH:27]=[CH:26][CH:25]=[C:24](C)[CH:23]=2)(=[O:21])=[O:20])[O:13][C:14]=1[CH2:15][OH:16])[C:2]1[CH:7]=[CH:6][CH:5]=[CH:4][CH:3]=1.[CH2:30](OC1C(=O)C=C(CNS(C2C=CC=CC=2)(=O)=O)OC=1C=O)C1C=CC=CC=1. (7) Given the product [O:39]=[C:35]1[CH2:36][CH2:37][CH2:38][N:34]1[CH2:33][CH2:32][CH2:31][NH:30][C:19]([C:16]1[S:15][C:11]2[N:12]=[CH:13][N:14]=[C:9]([NH:8][C:5]3[CH:6]=[CH:7][C:2]([F:1])=[CH:3][C:4]=3[O:22][C@H:23]3[CH2:24][CH2:25][C@H:26]([OH:29])[CH2:27][CH2:28]3)[C:10]=2[C:17]=1[CH3:18])=[O:21], predict the reactants needed to synthesize it. The reactants are: [F:1][C:2]1[CH:7]=[CH:6][C:5]([NH:8][C:9]2[C:10]3[C:17]([CH3:18])=[C:16]([C:19]([OH:21])=O)[S:15][C:11]=3[N:12]=[CH:13][N:14]=2)=[C:4]([O:22][C@H:23]2[CH2:28][CH2:27][C@H:26]([OH:29])[CH2:25][CH2:24]2)[CH:3]=1.[NH2:30][CH2:31][CH2:32][CH2:33][N:34]1[CH2:38][CH2:37][CH2:36][C:35]1=[O:39]. (8) Given the product [Cl:1][C:2]1[N:7]=[CH:6][C:5]([S:8]([N:13]([CH:14]2[CH2:19][CH2:18][S:17](=[O:21])(=[O:20])[CH2:16][CH2:15]2)[CH3:12])(=[O:10])=[O:9])=[CH:4][CH:3]=1, predict the reactants needed to synthesize it. The reactants are: [Cl:1][C:2]1[N:7]=[CH:6][C:5]([S:8](Cl)(=[O:10])=[O:9])=[CH:4][CH:3]=1.[CH3:12][NH:13][CH:14]1[CH2:19][CH2:18][S:17](=[O:21])(=[O:20])[CH2:16][CH2:15]1.CCN(C(C)C)C(C)C. (9) Given the product [OH:2][C:3]1[CH:4]=[C:5]([CH:9]=[CH:10][C:11]=1[O:12][C:13]1[CH:18]=[CH:17][CH:16]=[C:15]([CH3:19])[CH:14]=1)[C:6]([OH:8])=[O:7], predict the reactants needed to synthesize it. The reactants are: C[O:2][C:3]1[CH:4]=[C:5]([CH:9]=[CH:10][C:11]=1[O:12][C:13]1[CH:18]=[CH:17][CH:16]=[C:15]([CH3:19])[CH:14]=1)[C:6]([OH:8])=[O:7].CC(O)=O.